Dataset: Reaction yield outcomes from USPTO patents with 853,638 reactions. Task: Predict the reaction yield, written as a fraction of the theoretical maximum amount of product (1.0 means a 100% yield; for example, 0.34 means a 34% yield). (1) The reactants are [H-].[Na+].C(OP([CH:11]([CH3:17])[C:12]([O:14][CH2:15][CH3:16])=[O:13])(OCC)=O)C.[CH2:18]([N:22]([CH2:34][CH:35]([CH3:37])[CH3:36])[C:23]1[CH:30]=[CH:29][C:26]([CH:27]=O)=[CH:25][C:24]=1[N+:31]([O-:33])=[O:32])[CH:19]([CH3:21])[CH3:20]. The catalyst is C1COCC1.CCOC(C)=O.O. The product is [CH2:18]([N:22]([CH2:34][CH:35]([CH3:37])[CH3:36])[C:23]1[CH:30]=[CH:29][C:26](/[CH:27]=[C:11](\[CH3:17])/[C:12]([O:14][CH2:15][CH3:16])=[O:13])=[CH:25][C:24]=1[N+:31]([O-:33])=[O:32])[CH:19]([CH3:21])[CH3:20]. The yield is 0.256. (2) The reactants are OS([O-])=O.[Na+].O[C:7]1[CH:8]=[C:9]2[C:14](=[CH:15][CH:16]=1)[CH:13]=[C:12]([C:17](=[O:19])[CH3:18])[CH:11]=[CH:10]2.[CH3:20][NH:21][CH2:22][CH2:23][OH:24]. The catalyst is O.C(OCC)(=O)C. The product is [OH:24][CH2:23][CH2:22][N:21]([CH3:20])[C:7]1[CH:8]=[C:9]2[C:14](=[CH:15][CH:16]=1)[CH:13]=[C:12]([C:17](=[O:19])[CH3:18])[CH:11]=[CH:10]2. The yield is 0.730. (3) The reactants are [Br:1][C:2]1[CH:9]=[CH:8][C:7]([O:10][CH3:11])=[CH:6][C:3]=1[CH:4]=[O:5].[CH:12](O)([OH:14])[CH3:13]. The catalyst is C1(C)C=CC=CC=1.CC1C=CC(S(O)(=O)=O)=CC=1. The product is [Br:1][C:2]1[CH:9]=[CH:8][C:7]([O:10][CH3:11])=[CH:6][C:3]=1[CH:4]1[O:14][CH2:12][CH2:13][O:5]1. The yield is 0.980.